The task is: Predict which catalyst facilitates the given reaction.. This data is from Catalyst prediction with 721,799 reactions and 888 catalyst types from USPTO. (1) Reactant: O.NN.[CH2:4]([O:11][C:12]1[CH:17]=[CH:16][C:15]([N+:18]([O-])=O)=[CH:14][C:13]=1[F:21])[C:5]1[CH:10]=[CH:9][CH:8]=[CH:7][CH:6]=1. Product: [CH2:4]([O:11][C:12]1[CH:17]=[CH:16][C:15]([NH2:18])=[CH:14][C:13]=1[F:21])[C:5]1[CH:6]=[CH:7][CH:8]=[CH:9][CH:10]=1. The catalyst class is: 227. (2) Reactant: [OH:1][C:2]1[C:3]([C:8]([OH:10])=O)=[N:4][CH:5]=[CH:6][CH:7]=1.C(N(C(C)C)CC)(C)C.CCN=C=NCCCN(C)C.ON1C2C=CC=CC=2N=N1.Cl.[C:42]([O:46][C:47](=[O:50])[CH2:48][NH2:49])([CH3:45])([CH3:44])[CH3:43]. Product: [C:42]([O:46][C:47](=[O:50])[CH2:48][NH:49][C:8]([C:3]1[C:2]([OH:1])=[CH:7][CH:6]=[CH:5][N:4]=1)=[O:10])([CH3:45])([CH3:44])[CH3:43]. The catalyst class is: 3. (3) Reactant: [CH2:1]([O:3][C:4](=[O:41])[CH2:5][CH2:6][CH2:7][O:8][C:9]1[CH:14]=[CH:13][CH:12]=[C:11]([CH2:15][CH2:16][CH2:17][CH2:18][CH2:19][CH2:20][O:21][C:22]2[CH:27]=[C:26]([S:28]([CH2:31][CH3:32])(=[O:30])=[O:29])[CH:25]=[C:24](Br)[CH:23]=2)[C:10]=1[CH2:34][CH2:35][C:36]([O:38][CH2:39][CH3:40])=[O:37])[CH3:2].[C:42](=[O:45])([O-])[O-:43].[Cs+].[Cs+]. Product: [CH2:1]([O:3][C:4](=[O:41])[CH2:5][CH2:6][CH2:7][O:8][C:9]1[CH:14]=[CH:13][CH:12]=[C:11]([CH2:15][CH2:16][CH2:17][CH2:18][CH2:19][CH2:20][O:21][C:22]2[CH:27]=[C:26]([S:28]([CH2:31][CH3:32])(=[O:30])=[O:29])[CH:25]=[C:24]([C:9]3[CH:14]=[CH:13][C:12]4[O:43][CH2:42][O:45][C:11]=4[CH:10]=3)[CH:23]=2)[C:10]=1[CH2:34][CH2:35][C:36]([O:38][CH2:39][CH3:40])=[O:37])[CH3:2]. The catalyst class is: 140. (4) Reactant: [F:1][C:2]([F:37])([C:7]1([O:32][Si](C)(C)C)[C:19]2[N:18](S(C3C=CC(C)=CC=3)(=O)=O)[C:17]3[C:12](=[CH:13][C:14]([C:30]#[N:31])=[CH:15][CH:16]=3)[C:11]=2[CH2:10][CH2:9][CH2:8]1)[C:3]([F:6])([F:5])[F:4].[OH-].[K+]. Product: [OH:32][C:7]1([C:2]([F:37])([F:1])[C:3]([F:4])([F:5])[F:6])[C:19]2[NH:18][C:17]3[C:12](=[CH:13][C:14]([C:30]#[N:31])=[CH:15][CH:16]=3)[C:11]=2[CH2:10][CH2:9][CH2:8]1. The catalyst class is: 20. (5) Reactant: [Cl:1][C:2]1[CH:7]=[C:6]([Cl:8])[CH:5]=[CH:4][C:3]=1[C:9]1[CH:14]=[CH:13][C:12]([C:15](Cl)=[O:16])=[CH:11][CH:10]=1.[CH3:18][NH:19][O:20][CH3:21].C(N(CC)CC)C.O. Product: [CH3:21][O:20][N:19]([CH3:18])[C:15]([C:12]1[CH:13]=[CH:14][C:9]([C:3]2[CH:4]=[CH:5][C:6]([Cl:8])=[CH:7][C:2]=2[Cl:1])=[CH:10][CH:11]=1)=[O:16]. The catalyst class is: 22. (6) Reactant: [C:1]([O:4][C@H:5]1[C@H:11]([O:12][C:13](=[O:15])[CH3:14])[C@@H:10]([O:16][C:17](=[O:19])[CH3:18])[C@:9]2([C:21]3[CH:26]=[CH:25][C:24]([Cl:27])=[C:23]([CH2:28]OC4C=CC=CC=4)[CH:22]=3)[O:20][C@@:6]1([CH2:36][O:37][C:38](=[O:40])[CH3:39])[CH2:7][O:8]2)(=[O:3])[CH3:2].[BrH:41].CC(O)=O. Product: [C:1]([O:4][C@H:5]1[C@H:11]([O:12][C:13](=[O:15])[CH3:14])[C@@H:10]([O:16][C:17](=[O:19])[CH3:18])[C@:9]2([C:21]3[CH:26]=[CH:25][C:24]([Cl:27])=[C:23]([CH2:28][Br:41])[CH:22]=3)[O:20][C@@:6]1([CH2:36][O:37][C:38](=[O:40])[CH3:39])[CH2:7][O:8]2)(=[O:3])[CH3:2]. The catalyst class is: 15. (7) Reactant: [Cl:1][C:2]1[C:3]([CH2:8][NH:9][C:10]([C@H:12]2[CH2:17][N:16]3[C:18](=[O:23])[O:19][CH:20]([CH:21]=[CH2:22])[C@@H:15]3[CH2:14][CH2:13]2)=O)=[N:4][CH:5]=[CH:6][N:7]=1.O=P(Cl)(Cl)Cl.CN(C=O)C.C(=O)(O)[O-].[Na+]. Product: [Cl:1][C:2]1[C:3]2[N:4]([C:10]([C@H:12]3[CH2:17][N:16]4[C:18](=[O:23])[O:19][CH:20]([CH:21]=[CH2:22])[C@@H:15]4[CH2:14][CH2:13]3)=[N:9][CH:8]=2)[CH:5]=[CH:6][N:7]=1. The catalyst class is: 10. (8) Reactant: [CH3:1][O:2][C:3]1[CH:4]=[C:5]2[C:8](=[CH:9][C:10]=1[O:11][CH3:12])[C@H:7]([C:13]([OH:15])=[O:14])[CH2:6]2.[OH-].[K+]. Product: [CH3:1][O:2][C:3]1[CH:4]=[C:5]2[C:8](=[CH:9][C:10]=1[O:11][CH3:12])[CH:7]([C:13]([OH:15])=[O:14])[CH2:6]2. The catalyst class is: 5.